From a dataset of Full USPTO retrosynthesis dataset with 1.9M reactions from patents (1976-2016). Predict the reactants needed to synthesize the given product. (1) Given the product [C:16]([O:21][Si:3]([CH2:8][CH2:9][CH2:10][CH3:11])([CH2:12][CH2:13][CH2:14][CH3:15])[CH2:4][CH2:5][CH2:6][CH3:7])(=[O:20])[C:17]([CH3:19])=[CH2:18], predict the reactants needed to synthesize it. The reactants are: CO[Si:3]([CH2:12][CH2:13][CH2:14][CH3:15])([CH2:8][CH2:9][CH2:10][CH3:11])[CH2:4][CH2:5][CH2:6][CH3:7].[C:16]([OH:21])(=[O:20])[C:17]([CH3:19])=[CH2:18].COC1C=CC(O)=CC=1.CCCCCCC. (2) Given the product [CH3:3][C:4]1[CH:5]=[C:6]([C:21]2[CH:22]=[CH:23][C:24]([O:27][C:28]3[CH:36]=[CH:35][C:31]([C:32]([NH2:47])=[O:34])=[CH:30][CH:29]=3)=[N:25][CH:26]=2)[CH:7]=[C:8]([NH:10][C:11]2[N:16]=[C:15]([C:17]([F:20])([F:18])[F:19])[CH:14]=[CH:13][N:12]=2)[CH:9]=1, predict the reactants needed to synthesize it. The reactants are: [Cl-].[NH4+].[CH3:3][C:4]1[CH:5]=[C:6]([C:21]2[CH:22]=[CH:23][C:24]([O:27][C:28]3[CH:36]=[CH:35][C:31]([C:32]([OH:34])=O)=[CH:30][CH:29]=3)=[N:25][CH:26]=2)[CH:7]=[C:8]([NH:10][C:11]2[N:16]=[C:15]([C:17]([F:20])([F:19])[F:18])[CH:14]=[CH:13][N:12]=2)[CH:9]=1.C(Cl)CCl.C1C=CC2N(O)N=[N:47]C=2C=1.C(N(C(C)C)CC)(C)C. (3) Given the product [Br:14][C@H:4]1[C@@H:5]2[CH2:6][C@@H:1]([C:7](=[O:9])[O:8]2)[CH2:2][CH2:3]1, predict the reactants needed to synthesize it. The reactants are: [C@H:1]1([C:7]([OH:9])=[O:8])[CH2:6][CH2:5][CH:4]=[CH:3][CH2:2]1.C[Si]([Br:14])(C)C.CS(C)=O.C(N(CC)C(C)C)(C)C.C1C=C(NS(C2C=CC(N/N=C3/C=CC(C(C(O)=O)=C/3)=O)=CC=2)(=O)=O)N=CC=1.